This data is from Peptide-MHC class I binding affinity with 185,985 pairs from IEDB/IMGT. The task is: Regression. Given a peptide amino acid sequence and an MHC pseudo amino acid sequence, predict their binding affinity value. This is MHC class I binding data. The peptide sequence is EIEIEKNKK. The MHC is HLA-B27:05 with pseudo-sequence HLA-B27:05. The binding affinity (normalized) is 0.0847.